This data is from Catalyst prediction with 721,799 reactions and 888 catalyst types from USPTO. The task is: Predict which catalyst facilitates the given reaction. (1) Reactant: [OH-:1].[Na+].[Br:3][C:4]1[C:9]([O:10][CH3:11])=[CH:8][C:7]([C:12]([CH3:16])([CH3:15])[C:13]#N)=[CH:6][C:5]=1[O:17][CH3:18].Cl.C(O)C.C[OH:24]. Product: [Br:3][C:4]1[C:9]([O:10][CH3:11])=[CH:8][C:7]([C:12]([CH3:16])([CH3:15])[C:13]([OH:24])=[O:1])=[CH:6][C:5]=1[O:17][CH3:18]. The catalyst class is: 28. (2) Reactant: [F:1][C:2]1[CH:3]=[C:4]([C:8]2[S:9][C:10]([N:13]([CH3:20])[C:14](=[O:19])[CH2:15][CH2:16][S:17][CH3:18])=[CH:11][N:12]=2)[CH:5]=[N:6][CH:7]=1.B1([O-])O[O:22]1.O.O.O.O.[Na+].C([O-])(O)=O.[Na+].ClCCCl. Product: [F:1][C:2]1[CH:3]=[C:4]([C:8]2[S:9][C:10]([N:13]([CH3:20])[C:14](=[O:19])[CH2:15][CH2:16][S:17]([CH3:18])=[O:22])=[CH:11][N:12]=2)[CH:5]=[N:6][CH:7]=1. The catalyst class is: 15. (3) The catalyst class is: 14. Product: [C:25]1([C:19]2[C:20]([CH3:24])=[CH:21][CH:22]=[CH:23][C:18]=2[C:17]([NH:16][C:6]2([C:4]([OH:5])=[O:3])[CH2:14][C:13]3[C:8](=[CH:9][CH:10]=[C:11]([F:15])[CH:12]=3)[CH2:7]2)=[O:30])[CH2:29][CH2:28][CH2:27][CH:26]=1. Reactant: C([O:3][C:4]([C:6]1([NH:16][C:17](=[O:30])[C:18]2[CH:23]=[CH:22][CH:21]=[C:20]([CH3:24])[C:19]=2[C:25]2[CH2:29][CH2:28][CH2:27][CH:26]=2)[CH2:14][C:13]2[C:8](=[CH:9][CH:10]=[C:11]([F:15])[CH:12]=2)[CH2:7]1)=[O:5])C.[OH-].[K+].O. (4) Reactant: N#N.[Cl-].[Cl-].[Mg+2].[O:6]1[CH:8]([CH3:9])[CH:7]1Cl.P(OCCCC)(OCCCC)(O[CH2:14][CH2:15][CH2:16]C)=O.[CH2:28](O)[CH3:29]. Product: [CH2:28]([CH:8]([CH2:9][CH2:14][CH2:15][CH3:16])[CH2:7][OH:6])[CH3:29]. The catalyst class is: 11.